Predict the reaction yield, written as a fraction of the theoretical maximum amount of product (1.0 means a 100% yield; for example, 0.34 means a 34% yield). From a dataset of Reaction yield outcomes from USPTO patents with 853,638 reactions. The reactants are [F:1][C:2]1[C:7]([F:8])=[CH:6][CH:5]=[CH:4][C:3]=1[CH:9]1[CH2:19][CH2:18][C@@H:17]([O:20][Si](C(C)C)(C(C)C)C(C)C)[C:12]2=[N:13][CH:14]=[CH:15][CH:16]=[C:11]2[C:10]1=[O:31].CCCC[N+](CCCC)(CCCC)CCCC.[F-].C(OCC)(=O)C.CCCCCC. The catalyst is O1CCCC1. The product is [F:1][C:2]1[C:7]([F:8])=[CH:6][CH:5]=[CH:4][C:3]=1[C@@H:9]1[CH2:19][CH2:18][C@@H:17]([OH:20])[C:12]2=[N:13][CH:14]=[CH:15][CH:16]=[C:11]2[C:10]1=[O:31]. The yield is 0.620.